From a dataset of Experimentally validated miRNA-target interactions with 360,000+ pairs, plus equal number of negative samples. Binary Classification. Given a miRNA mature sequence and a target amino acid sequence, predict their likelihood of interaction. The miRNA is hsa-miR-1304-5p with sequence UUUGAGGCUACAGUGAGAUGUG. The protein sequence of the target gene is MKMAPQNADPESMQVQELSVPLPDPQKAGGAEAENCETISEGSIDRIPMRLWVMHGAVMFGREFCYAMETALVTPILLQIGLPEQYYSLTWFLSPILGLIFTPLIGSASDRCTLSWGRRRPFILALCVGVLFGVALFLNGSAIGLALGDVPNRQPIGIVLTVLGVVVLDFSADATEGPIRAYLLDVVDSEEQDMALNIHAFSAGLGGAIGYVLGGLDWTQTFLGSWFRTQNQVLFFFAAIIFTVSVALHLFSIDEEQYSPQQERSAEEPGALDGGEPHGVPAFPDEVQSEHELALDYPDV.... Result: 1 (interaction).